This data is from Full USPTO retrosynthesis dataset with 1.9M reactions from patents (1976-2016). The task is: Predict the reactants needed to synthesize the given product. (1) Given the product [N+:12]([C:15]1[CH:21]=[C:20]([O:22][CH2:23][CH3:24])[CH:19]=[CH:18][C:16]=1[NH:17][C:2]1[CH:7]=[CH:6][CH:5]=[CH:4][C:3]=1[CH2:8][C:9]([OH:11])=[O:10])([O-:14])=[O:13], predict the reactants needed to synthesize it. The reactants are: Br[C:2]1[CH:7]=[CH:6][CH:5]=[CH:4][C:3]=1[CH2:8][C:9]([OH:11])=[O:10].[N+:12]([C:15]1[CH:21]=[C:20]([O:22][CH2:23][CH3:24])[CH:19]=[CH:18][C:16]=1[NH2:17])([O-:14])=[O:13]. (2) The reactants are: [C:1]([CH2:3][NH:4][C:5]([C:7]1([NH2:13])[CH2:12][CH2:11][CH2:10][CH2:9][CH2:8]1)=[O:6])#[N:2].Cl.[CH3:15][O:16][CH2:17][CH2:18][N:19]1[CH2:24][CH2:23][CH:22]([C:25]2[CH:33]=[CH:32][C:28]([C:29](O)=[O:30])=[CH:27][CH:26]=2)[CH2:21][CH2:20]1.C1C=CC2N(O)N=NC=2C=1.C(N(CC)CC)C. Given the product [C:1]([CH2:3][NH:4][C:5]([C:7]1([NH:13][C:29](=[O:30])[C:28]2[CH:27]=[CH:26][C:25]([CH:22]3[CH2:21][CH2:20][N:19]([CH2:18][CH2:17][O:16][CH3:15])[CH2:24][CH2:23]3)=[CH:33][CH:32]=2)[CH2:12][CH2:11][CH2:10][CH2:9][CH2:8]1)=[O:6])#[N:2], predict the reactants needed to synthesize it. (3) Given the product [C:43]([C:40]1[CH:41]=[CH:42][C:37]([NH:36][C:34]([N:22]2[C:23]3[C:28](=[CH:27][CH:26]=[C:25]([CH:29]([O:32][CH3:33])[O:30][CH3:31])[N:24]=3)[CH:19]([OH:18])[CH2:20][CH2:21]2)=[O:35])=[N:38][CH:39]=1)#[N:44], predict the reactants needed to synthesize it. The reactants are: [Si]([O:18][CH:19]1[C:28]2[C:23](=[N:24][C:25]([CH:29]([O:32][CH3:33])[O:30][CH3:31])=[CH:26][CH:27]=2)[N:22]([C:34]([NH:36][C:37]2[CH:42]=[CH:41][C:40]([C:43]#[N:44])=[CH:39][N:38]=2)=[O:35])[CH2:21][CH2:20]1)(C(C)(C)C)(C1C=CC=CC=1)C1C=CC=CC=1.CCCC[N+](CCCC)(CCCC)CCCC.[F-]. (4) Given the product [C:12]([O:16][C:17](=[O:33])[CH2:18][CH2:19][C:20]1[C:21]([CH3:31])=[CH:22][C:23]([C:27](=[NH:30])[NH:28][OH:29])=[CH:24][C:25]=1[CH3:26])([CH3:15])([CH3:14])[CH3:13], predict the reactants needed to synthesize it. The reactants are: CC1C=C(C=C(C)C=1O)C#N.[C:12]([O:16][C:17](=[O:33])[CH2:18][CH2:19][C:20]1[C:25]([CH3:26])=[CH:24][C:23]([C:27](=[NH:30])[NH:28][OH:29])=[CH:22][C:21]=1[CH2:31]C)([CH3:15])([CH3:14])[CH3:13]. (5) The reactants are: Cl[C:2]1[N:3]=[C:4]([N:15]2[CH2:20][CH2:19][O:18][CH2:17][CH2:16]2)[C:5]2[S:10][C:9]([C:11]([NH2:14])([CH3:13])[CH3:12])=[CH:8][C:6]=2[N:7]=1.CCN(CC)CC.[C:28](Cl)(=[O:37])[C:29]1[CH:34]=[CH:33][CH:32]=[C:31]([O:35][CH3:36])[CH:30]=1.CC1(C)C(C)(C)OB([C:47]2[CH:55]=[CH:54][CH:53]=[C:52]3[C:48]=2[CH:49]=[N:50][NH:51]3)O1. Given the product [NH:51]1[C:52]2[C:48](=[C:47]([C:2]3[N:3]=[C:4]([N:15]4[CH2:20][CH2:19][O:18][CH2:17][CH2:16]4)[C:5]4[S:10][C:9]([C:11]([NH:14][C:28](=[O:37])[C:29]5[CH:34]=[CH:33][CH:32]=[C:31]([O:35][CH3:36])[CH:30]=5)([CH3:13])[CH3:12])=[CH:8][C:6]=4[N:7]=3)[CH:55]=[CH:54][CH:53]=2)[CH:49]=[N:50]1, predict the reactants needed to synthesize it. (6) Given the product [CH2:1]([O:8][CH2:9][O:10][C:11]1([CH2:24][CH:25]([CH3:27])[CH2:26][OH:28])[CH2:16][CH2:15][N:14]([C:17]([O:19][C:20]([CH3:21])([CH3:22])[CH3:23])=[O:18])[CH2:13][CH2:12]1)[C:2]1[CH:3]=[CH:4][CH:5]=[CH:6][CH:7]=1, predict the reactants needed to synthesize it. The reactants are: [CH2:1]([O:8][CH2:9][O:10][C:11]1([CH2:24][C:25]([CH3:27])=[CH2:26])[CH2:16][CH2:15][N:14]([C:17]([O:19][C:20]([CH3:23])([CH3:22])[CH3:21])=[O:18])[CH2:13][CH2:12]1)[C:2]1[CH:7]=[CH:6][CH:5]=[CH:4][CH:3]=1.[OH:28]O.[OH-].[Na+].O. (7) The reactants are: [NH2:1][C:2]1[C:11]([N+:12]([O-])=O)=[CH:10][CH:9]=[C:8]([O:15][CH3:16])[C:3]=1[C:4]([O:6][CH3:7])=[O:5].[CH:17](OC)(OC)OC.Cl.C(=O)(O)[O-].[Na+]. Given the product [CH3:16][O:15][C:8]1[CH:9]=[CH:10][C:11]2[NH:12][CH:17]=[N:1][C:2]=2[C:3]=1[C:4]([O:6][CH3:7])=[O:5], predict the reactants needed to synthesize it.